Dataset: Reaction yield outcomes from USPTO patents with 853,638 reactions. Task: Predict the reaction yield, written as a fraction of the theoretical maximum amount of product (1.0 means a 100% yield; for example, 0.34 means a 34% yield). (1) The reactants are [C:1]([C:3]1[CH:11]=[CH:10][C:6]([C:7]([OH:9])=O)=[CH:5][CH:4]=1)#[N:2].O[C:13]1[C:21]2[N:20]=N[NH:18][C:17]=2[CH:16]=[CH:15][CH:14]=1.C(N(CC)CC)C.C1(N)C=CC=CC=1N. The catalyst is [Cl-].[Na+].O.CN(C=O)C. The product is [NH2:18][C:17]1[CH:16]=[CH:15][CH:14]=[CH:13][C:21]=1[NH:20][C:7](=[O:9])[C:6]1[CH:5]=[CH:4][C:3]([C:1]#[N:2])=[CH:11][CH:10]=1. The yield is 0.770. (2) The reactants are [OH:1][CH:2]1[CH2:7][CH2:6][N:5]([C:8]([O:10][CH:11]([CH3:13])[CH3:12])=[O:9])[CH2:4][CH2:3]1.CC(C)([O-])C.[K+].[Cl:20][C:21]1[C:26]([CH3:27])=[C:25](Cl)[N:24]=[CH:23][N:22]=1. The catalyst is O1CCCC1. The product is [Cl:20][C:21]1[N:22]=[CH:23][N:24]=[C:25]([O:1][CH:2]2[CH2:3][CH2:4][N:5]([C:8]([O:10][CH:11]([CH3:13])[CH3:12])=[O:9])[CH2:6][CH2:7]2)[C:26]=1[CH3:27]. The yield is 0.800. (3) The reactants are [Li][CH2:2]CCC.[C:6]([CH:10]1[CH2:15][CH2:14][C:13](=O)[CH2:12][CH2:11]1)([CH3:9])([CH3:8])[CH3:7]. The catalyst is [Br-].C[P+](C1C=CC=CC=1)(C1C=CC=CC=1)C1C=CC=CC=1.C1COCC1. The product is [C:6]([CH:10]1[CH2:15][CH2:14][C:13](=[CH2:2])[CH2:12][CH2:11]1)([CH3:9])([CH3:8])[CH3:7]. The yield is 0.500. (4) The reactants are C(OC([NH:8][CH2:9]/[C:10](/[CH2:13][C:14]1[CH:19]=[CH:18][C:17]([O:20]C)=[CH:16][CH:15]=1)=[CH:11]\[F:12])=O)(C)(C)C.B(Br)(Br)[Br:23]. The catalyst is ClCCl. The product is [BrH:23].[F:12]/[CH:11]=[C:10](/[CH2:13][C:14]1[CH:15]=[CH:16][C:17]([OH:20])=[CH:18][CH:19]=1)\[CH2:9][NH2:8]. The yield is 0.620. (5) The reactants are [CH:1]([C:3]1[CH:8]=[CH:7][C:6]([NH:9][C:10]([CH2:12][CH2:13][CH2:14][CH2:15][N:16]([CH3:43])[C:17]([CH2:19][CH2:20][N:21]2[CH2:26][CH2:25][CH:24]([O:27][C:28](=[O:42])[NH:29][C:30]3[CH:35]=[CH:34][CH:33]=[CH:32][C:31]=3[C:36]3[CH:41]=[CH:40][CH:39]=[CH:38][CH:37]=3)[CH2:23][CH2:22]2)=[O:18])=[O:11])=[CH:5][CH:4]=1)=O.C(O)(=O)C.[NH2:48][CH2:49][C@@H:50]([C:59]1[CH:68]=[CH:67][C:66]([OH:69])=[C:65]2[C:60]=1[CH:61]=[CH:62][C:63](=[O:70])[NH:64]2)[O:51][Si:52]([C:55]([CH3:58])([CH3:57])[CH3:56])([CH3:54])[CH3:53].C(Cl)Cl.C(O[BH-](OC(=O)C)OC(=O)C)(=O)C.[Na+]. The catalyst is CO. The product is [C:55]([Si:52]([CH3:54])([CH3:53])[O:51][C@H:50]([C:59]1[CH:68]=[CH:67][C:66]([OH:69])=[C:65]2[C:60]=1[CH:61]=[CH:62][C:63](=[O:70])[NH:64]2)[CH2:49][NH:48][CH2:1][C:3]1[CH:4]=[CH:5][C:6]([NH:9][C:10]([CH2:12][CH2:13][CH2:14][CH2:15][N:16]([CH3:43])[C:17]([CH2:19][CH2:20][N:21]2[CH2:22][CH2:23][CH:24]([O:27][C:28](=[O:42])[NH:29][C:30]3[CH:35]=[CH:34][CH:33]=[CH:32][C:31]=3[C:36]3[CH:37]=[CH:38][CH:39]=[CH:40][CH:41]=3)[CH2:25][CH2:26]2)=[O:18])=[O:11])=[CH:7][CH:8]=1)([CH3:58])([CH3:57])[CH3:56]. The yield is 0.820. (6) The reactants are Cl.[Cl:2][C:3]1[C:4]([C:9]2[CH:10]=[C:11]3[C:15](=[C:16]([O:18][CH2:19][CH2:20][C:21]4[CH:26]=[CH:25][CH:24]=[CH:23][N:22]=4)[CH:17]=2)[N:14](COC)[N:13]=[C:12]3[NH:30][C:31]2[CH:36]=[N:35][CH:34]=[CH:33][N:32]=2)=[N:5][CH:6]=[CH:7][CH:8]=1. No catalyst specified. The product is [Cl:2][C:3]1[C:4]([C:9]2[CH:10]=[C:11]3[C:15](=[C:16]([O:18][CH2:19][CH2:20][C:21]4[CH:26]=[CH:25][CH:24]=[CH:23][N:22]=4)[CH:17]=2)[NH:14][N:13]=[C:12]3[NH:30][C:31]2[CH:36]=[N:35][CH:34]=[CH:33][N:32]=2)=[N:5][CH:6]=[CH:7][CH:8]=1. The yield is 0.570. (7) The reactants are Br[C:2]1[CH:7]=[CH:6][C:5]([S:8]([NH:11][C:12]2[S:13][CH:14]=[CH:15][N:16]=2)(=[O:10])=[O:9])=[CH:4][CH:3]=1.[NH:17]1[CH2:22][CH2:21][CH:20]([NH:23][C:24](=[O:30])[O:25][C:26]([CH3:29])([CH3:28])[CH3:27])[CH2:19][CH2:18]1.C(P(C(C)(C)C)C1C=CC=CC=1C1C=CC=CC=1)(C)(C)C.CC([O-])(C)C.[Na+].Cl. The catalyst is C1C=CC(/C=C/C(/C=C/C2C=CC=CC=2)=O)=CC=1.C1C=CC(/C=C/C(/C=C/C2C=CC=CC=2)=O)=CC=1.C1C=CC(/C=C/C(/C=C/C2C=CC=CC=2)=O)=CC=1.[Pd].[Pd].CCOC(C)=O.O.C1(C)C=CC=CC=1. The product is [C:26]([O:25][C:24](=[O:30])[NH:23][CH:20]1[CH2:21][CH2:22][N:17]([C:2]2[CH:7]=[CH:6][C:5]([S:8](=[O:10])(=[O:9])[NH:11][C:12]3[S:13][CH:14]=[CH:15][N:16]=3)=[CH:4][CH:3]=2)[CH2:18][CH2:19]1)([CH3:29])([CH3:27])[CH3:28]. The yield is 0.760. (8) The reactants are [CH3:1][O:2][C:3]1[CH:4]=[C:5]([NH:11][C:12]2[C:13]([NH:22][S:23]([C:26]3[CH:27]=[N:28][C:29]([CH2:32]O)=[CH:30][CH:31]=3)(=[O:25])=[O:24])=[N:14][C:15]3[C:20]([N:21]=2)=[CH:19][CH:18]=[CH:17][CH:16]=3)[CH:6]=[C:7]([O:9][CH3:10])[CH:8]=1.S(Cl)([Cl:36])=O.O.C([O-])(O)=O.[Na+]. The catalyst is C(Cl)(Cl)Cl. The product is [Cl:36][CH2:32][C:29]1[N:28]=[CH:27][C:26]([S:23]([NH:22][C:13]2[C:12]([NH:11][C:5]3[CH:4]=[C:3]([O:2][CH3:1])[CH:8]=[C:7]([O:9][CH3:10])[CH:6]=3)=[N:21][C:20]3[C:15](=[CH:16][CH:17]=[CH:18][CH:19]=3)[N:14]=2)(=[O:25])=[O:24])=[CH:31][CH:30]=1. The yield is 1.08.